Dataset: Peptide-MHC class II binding affinity with 134,281 pairs from IEDB. Task: Regression. Given a peptide amino acid sequence and an MHC pseudo amino acid sequence, predict their binding affinity value. This is MHC class II binding data. (1) The peptide sequence is AAIHEMFVNTLQMSS. The MHC is HLA-DPA10201-DPB11401 with pseudo-sequence HLA-DPA10201-DPB11401. The binding affinity (normalized) is 0.206. (2) The peptide sequence is RDLEVVAATPTSLLI. The MHC is HLA-DPA10201-DPB10501 with pseudo-sequence HLA-DPA10201-DPB10501. The binding affinity (normalized) is 0.217. (3) The peptide sequence is LQSLGADIASEQAVL. The MHC is DRB1_1501 with pseudo-sequence DRB1_1501. The binding affinity (normalized) is 0.596. (4) The peptide sequence is LTVAWRTATLILAGV. The MHC is DRB1_0802 with pseudo-sequence DRB1_0802. The binding affinity (normalized) is 0.687. (5) The peptide sequence is ASEVFKAVEAYLVAH. The MHC is DRB1_0701 with pseudo-sequence DRB1_0701. The binding affinity (normalized) is 0.739. (6) The peptide sequence is RFKYLLNVSYLCHLV. The MHC is DRB1_0404 with pseudo-sequence DRB1_0404. The binding affinity (normalized) is 0.574.